Dataset: Experimentally validated miRNA-target interactions with 360,000+ pairs, plus equal number of negative samples. Task: Binary Classification. Given a miRNA mature sequence and a target amino acid sequence, predict their likelihood of interaction. The protein sequence of the target gene is MAASAQVSVTFEDVAVTFTQEEWGQLDAAQRTLYQEVMLETCGLLMSLGCPLFKPELIYQLDHRQELWMATKDLSQSSYPGDNTKPKTTEPTFSHLALPEEVLLQEQLTQGASKNSQLGQSKDQDGPSEMQEVHLKIGIGPQRGKLLEKMSSERDGLGSDDGVCTKITQKQVSTEGDLYECDSHGPVTDALIREEKNSYKCEECGKVFKKNALLVQHERIHTQVKPYECTECGKTFSKSTHLLQHLIIHTGEKPYKCMECGKAFNRRSHLTRHQRIHSGEKPYKCSECGKAFTHRSTFVL.... Result: 0 (no interaction). The miRNA is mmu-miR-1966-5p with sequence AAGGGAGCUGGCUCAGGAGAGAGUC.